From a dataset of Full USPTO retrosynthesis dataset with 1.9M reactions from patents (1976-2016). Predict the reactants needed to synthesize the given product. (1) Given the product [CH2:13]([O:15][C:16]([N:18]1[CH2:19][CH2:20][CH:21]([NH:24][S:25]([C:28]2[C:37]3[C:32](=[CH:33][CH:34]=[CH:35][CH:36]=3)[C:31]([CH2:38][N:39]([CH:40]3[CH2:45][CH2:44][CH2:43][CH2:42][CH2:41]3)[CH2:5][CH3:6])=[CH:30][CH:29]=2)(=[O:27])=[O:26])[CH2:22][CH2:23]1)=[O:17])[CH3:14], predict the reactants needed to synthesize it. The reactants are: C([O-])=O.Cl[C:5]1C=CC(C=O)=C[CH:6]=1.[CH2:13]([O:15][C:16]([N:18]1[CH2:23][CH2:22][CH:21]([NH:24][S:25]([C:28]2[C:37]3[C:32](=[CH:33][CH:34]=[CH:35][CH:36]=3)[C:31]([CH2:38][NH:39][CH:40]3[CH2:45][CH2:44][CH2:43][CH2:42][CH2:41]3)=[CH:30][CH:29]=2)(=[O:27])=[O:26])[CH2:20][CH2:19]1)=[O:17])[CH3:14].C(OC(N1CCC(NS(C2C3C(=CC=CC=3)C(CN)=CC=2)(=O)=O)CC1)=O)C. (2) Given the product [F:5][CH2:4][CH:3]([N:6]1[CH2:11][CH2:10][CH:9]([CH2:12][O:13][C:17]2[CH:22]=[CH:21][C:20]([S:23]([NH2:26])(=[O:25])=[O:24])=[CH:19][C:18]=2[N+:27]([O-:29])=[O:28])[CH2:8][CH2:7]1)[CH2:2][F:1], predict the reactants needed to synthesize it. The reactants are: [F:1][CH2:2][CH:3]([N:6]1[CH2:11][CH2:10][CH:9]([CH2:12][OH:13])[CH2:8][CH2:7]1)[CH2:4][F:5].[H-].[Na+].F[C:17]1[CH:22]=[CH:21][C:20]([S:23]([NH2:26])(=[O:25])=[O:24])=[CH:19][C:18]=1[N+:27]([O-:29])=[O:28].O. (3) Given the product [N:1]1([C:2]2[CH:3]=[N:4][CH:5]=[C:6]([CH:11]=2)[C:7]([O:9][CH3:10])=[O:8])[CH:16]=[N:28][N:27]=[N:26]1, predict the reactants needed to synthesize it. The reactants are: [NH2:1][C:2]1[CH:3]=[N:4][CH:5]=[C:6]([CH:11]=1)[C:7]([O:9][CH3:10])=[O:8].C(O)(=O)C.[CH:16](OCC)(OCC)OCC.[N-:26]=[N+:27]=[N-:28].[Na+]. (4) Given the product [CH3:31][CH:26]([CH2:25][CH2:32][S:1][C:2]1[N:3]([C:12]2[CH:13]=[CH:14][C:15]([O:18][CH2:19][C:20]([F:23])([F:22])[F:21])=[CH:16][CH:17]=2)[C:4](=[O:11])[C:5]2[NH:10][CH:9]=[CH:8][C:6]=2[N:7]=1)[C:27]([O:29][CH3:30])=[O:28], predict the reactants needed to synthesize it. The reactants are: [S:1]=[C:2]1[NH:7][C:6]2[CH:8]=[CH:9][NH:10][C:5]=2[C:4](=[O:11])[N:3]1[C:12]1[CH:17]=[CH:16][C:15]([O:18][CH2:19][C:20]([F:23])([F:22])[F:21])=[CH:14][CH:13]=1.Cl[CH2:25][CH:26]([CH3:31])[C:27]([O:29][CH3:30])=[O:28].[CH2:32](N(C(C)C)C(C)C)C. (5) Given the product [F:1][C:2]([F:17])([F:16])[C:3]1[CH:8]=[C:7]([C:9]([F:12])([F:11])[F:10])[CH:6]=[CH:5][C:4]=1[C:13]([N:18]1[CH2:23][CH2:22][CH:21]([CH2:24][OH:25])[CH2:20][CH2:19]1)=[CH2:14], predict the reactants needed to synthesize it. The reactants are: [F:1][C:2]([F:17])([F:16])[C:3]1[CH:8]=[C:7]([C:9]([F:12])([F:11])[F:10])[CH:6]=[CH:5][C:4]=1[C:13](=O)[CH3:14].[NH:18]1[CH2:23][CH2:22][CH:21]([CH2:24][OH:25])[CH2:20][CH2:19]1.C(=O)([O-])O.[Na+]. (6) Given the product [N:2]1([CH2:8][C:9]2[O:13][C:12]([CH2:14][N:15]([CH2:28][C:29]([F:32])([F:30])[F:31])[C:16]3[CH:23]=[CH:22][C:19]([C:20]#[N:21])=[C:18]([C:24]([F:25])([F:27])[F:26])[CH:17]=3)=[CH:11][CH:10]=2)[CH:6]=[CH:5][N:4]=[CH:3]1, predict the reactants needed to synthesize it. The reactants are: [Na].[NH:2]1[CH:6]=[CH:5][N:4]=[CH:3]1.Cl[CH2:8][C:9]1[O:13][C:12]([CH2:14][N:15]([CH2:28][C:29]([F:32])([F:31])[F:30])[C:16]2[CH:23]=[CH:22][C:19]([C:20]#[N:21])=[C:18]([C:24]([F:27])([F:26])[F:25])[CH:17]=2)=[CH:11][CH:10]=1. (7) Given the product [CH:37]1([C:35]([C:40]2[C:48]3[C:43](=[C:44]([CH2:49][S:50]([CH3:53])(=[O:52])=[O:51])[CH:45]=[CH:46][CH:47]=3)[NH:42][CH:41]=2)([C:32]2[CH:33]=[CH:34][C:29]([C:12]([F:15])([F:14])[F:13])=[CH:30][CH:31]=2)[CH3:36])[CH2:39][CH2:38]1, predict the reactants needed to synthesize it. The reactants are: C1(C(C2C3C(=C(CSC)C=CC=3)NC=2)(C2C=CC([C:12]([F:15])([F:14])[F:13])=CC=2)C)CC1.Cl[C:29]1[CH:34]=[CH:33][C:32]([C:35]([C:40]2[C:48]3[C:43](=[C:44]([CH2:49][S:50]([CH3:53])(=[O:52])=[O:51])[CH:45]=[CH:46][CH:47]=3)[NH:42][CH:41]=2)([CH:37]2[CH2:39][CH2:38]2)[CH3:36])=[CH:31][CH:30]=1. (8) Given the product [OH:8][C:9]1[C:10](=[O:24])[NH:11][C:12](=[O:23])[N:13]([CH2:15][CH2:16][C:17]2[CH:22]=[CH:21][CH:20]=[CH:19][CH:18]=2)[N:14]=1, predict the reactants needed to synthesize it. The reactants are: C([O:8][C:9]1[C:10](=[O:24])[NH:11][C:12](=[O:23])[N:13]([CH2:15][CH2:16][C:17]2[CH:22]=[CH:21][CH:20]=[CH:19][CH:18]=2)[N:14]=1)C1C=CC=CC=1. (9) Given the product [S:16]([NH:19][CH2:20][CH2:21][O:22][CH:23]1[CH2:26][N:25]([C:27]2[CH:32]=[CH:31][C:30]([NH:33][C:34]3[CH:39]=[C:38]([O:40][CH3:41])[N:37]=[CH:36][C:35]=3[NH:42][C:43](=[O:45])[CH3:44])=[CH:29][CH:28]=2)[CH2:24]1)(=[O:17])(=[O:18])[NH2:15], predict the reactants needed to synthesize it. The reactants are: FC(F)(F)C(O)=O.C(OC([NH:15][S:16]([NH:19][CH2:20][CH2:21][O:22][CH:23]1[CH2:26][N:25]([C:27]2[CH:32]=[CH:31][C:30]([NH:33][C:34]3[CH:39]=[C:38]([O:40][CH3:41])[N:37]=[CH:36][C:35]=3[NH:42][C:43](=[O:45])[CH3:44])=[CH:29][CH:28]=2)[CH2:24]1)(=[O:18])=[O:17])=O)(C)(C)C.C(=O)([O-])O.[Na+].